Task: Predict the reaction yield, written as a fraction of the theoretical maximum amount of product (1.0 means a 100% yield; for example, 0.34 means a 34% yield).. Dataset: Reaction yield outcomes from USPTO patents with 853,638 reactions (1) The reactants are [CH3:1][C:2]1[C:6]([C:7]2[C:15]3[C:10](=[N:11][CH:12]=[C:13]([C:16]4[CH:21]=[CH:20][C:19]([N:22]5[CH2:27][CH2:26][N:25]([C:28]([O:30][C:31]([CH3:34])([CH3:33])[CH3:32])=[O:29])[CH2:24][CH2:23]5)=[CH:18][CH:17]=4)[CH:14]=3)[N:9]([S:35]([C:38]3[CH:44]=[CH:43][C:41]([CH3:42])=[CH:40][CH:39]=3)(=[O:37])=[O:36])[CH:8]=2)=[C:5]([CH3:45])[N:4]([CH2:46][C:47]2[CH:52]=[CH:51][CH:50]=[C:49]([N+:53]([O-])=O)[CH:48]=2)[N:3]=1. The catalyst is [Pd].C(O)C. The product is [NH2:53][C:49]1[CH:48]=[C:47]([CH:52]=[CH:51][CH:50]=1)[CH2:46][N:4]1[C:5]([CH3:45])=[C:6]([C:7]2[C:15]3[C:10](=[N:11][CH:12]=[C:13]([C:16]4[CH:17]=[CH:18][C:19]([N:22]5[CH2:23][CH2:24][N:25]([C:28]([O:30][C:31]([CH3:34])([CH3:32])[CH3:33])=[O:29])[CH2:26][CH2:27]5)=[CH:20][CH:21]=4)[CH:14]=3)[N:9]([S:35]([C:38]3[CH:44]=[CH:43][C:41]([CH3:42])=[CH:40][CH:39]=3)(=[O:36])=[O:37])[CH:8]=2)[C:2]([CH3:1])=[N:3]1. The yield is 0.781. (2) The reactants are Br[C:2]([CH3:15])([CH3:14])[C:3]([NH:5][C:6]1[CH:11]=[CH:10][CH:9]=[C:8]([Br:12])[C:7]=1[OH:13])=[O:4].C([O-])([O-])=O.[K+].[K+].O.C(OCC)(=O)C. The catalyst is CN(C=O)C. The product is [Br:12][C:8]1[C:7]2[O:13][C:2]([CH3:15])([CH3:14])[C:3](=[O:4])[NH:5][C:6]=2[CH:11]=[CH:10][CH:9]=1. The yield is 0.846. (3) The product is [C:41]([C:43]1[CH:48]=[CH:47][CH:46]=[CH:45][C:44]=1[S:49]([N:15]1[C:11]([C:10]2[C:5]([C:3]#[N:4])=[N:6][CH:7]=[CH:8][CH:9]=2)=[CH:12][C:13]([CH2:16][N:17]([CH3:25])[C:18](=[O:24])[O:19][C:20]([CH3:21])([CH3:22])[CH3:23])=[CH:14]1)(=[O:51])=[O:50])#[N:42]. The yield is 1.00. The reactants are [H-].[Na+].[C:3]([C:5]1[C:10]([C:11]2[NH:15][CH:14]=[C:13]([CH2:16][N:17]([CH3:25])[C:18](=[O:24])[O:19][C:20]([CH3:23])([CH3:22])[CH3:21])[CH:12]=2)=[CH:9][CH:8]=[CH:7][N:6]=1)#[N:4].C1OCCOCCOCCOCCOC1.[C:41]([C:43]1[CH:48]=[CH:47][CH:46]=[CH:45][C:44]=1[S:49](Cl)(=[O:51])=[O:50])#[N:42]. The catalyst is O1CCCC1. (4) The reactants are [NH2:1][C:2]1[O:6][C:5]([C@@H:7]([NH:12][C:13](=[O:19])[O:14][C:15]([CH3:18])([CH3:17])[CH3:16])[C:8]([CH3:11])([CH3:10])[CH3:9])=[N:4][N:3]=1.[CH:20]1([C:23](Cl)=[O:24])[CH2:22][CH2:21]1. The catalyst is N1C=CC=CC=1. The product is [CH:20]1([C:23]([NH:1][C:2]2[O:6][C:5]([C@@H:7]([NH:12][C:13](=[O:19])[O:14][C:15]([CH3:18])([CH3:17])[CH3:16])[C:8]([CH3:9])([CH3:10])[CH3:11])=[N:4][N:3]=2)=[O:24])[CH2:22][CH2:21]1. The yield is 0.800.